The task is: Predict the reaction yield, written as a fraction of the theoretical maximum amount of product (1.0 means a 100% yield; for example, 0.34 means a 34% yield).. This data is from Reaction yield outcomes from USPTO patents with 853,638 reactions. (1) The reactants are Br[C:2]1[S:3][C:4]([NH:18][C:19]([C:21]2[CH:22]=[N:23][N:24]3[CH:29]=[CH:28][CH:27]=[N:26][C:25]=23)=[O:20])=[C:5]([C:7]2[CH:12]=[C:11]([Cl:13])[CH:10]=[CH:9][C:8]=2[O:14][CH:15]([F:17])[F:16])[N:6]=1.CN1CC2C(CNC2)C1.C(P(C(C)(C)C)C(C)(C)C)(C)(C)C.[CH2:52]1[CH2:62][CH2:61][N:60]2[C:55](=[N:56][CH2:57][CH2:58][CH2:59]2)CC1.C1C[O:66][CH2:65]C1. The catalyst is CC1C(P(C2C([CH2-])=CC=CC=2)C2C(C)=CC=CC=2)=CC=CC=1.CC1C(P(C2C([CH2-])=CC=CC=2)C2C(C)=CC=CC=2)=CC=CC=1.CC(O)=O.CC(O)=O.[Pd].[Pd].CO.[C-]#[O+].[C-]#[O+].[C-]#[O+].[C-]#[O+].[C-]#[O+].[C-]#[O+].[Mo]. The product is [Cl:13][C:11]1[CH:10]=[CH:9][C:8]([O:14][CH:15]([F:17])[F:16])=[C:7]([C:5]2[N:6]=[C:2]([C:65]([N:56]3[CH2:57][CH:58]4[CH:62]([CH2:61][N:60]([CH3:55])[CH2:59]4)[CH2:52]3)=[O:66])[S:3][C:4]=2[NH:18][C:19]([C:21]2[CH:22]=[N:23][N:24]3[CH:29]=[CH:28][CH:27]=[N:26][C:25]=23)=[O:20])[CH:12]=1. The yield is 0.0800. (2) The reactants are N[C:2]1[CH:3]=[CH:4][C:5]([NH:9][C:10](=[O:13])[O:11][CH3:12])=[N:6][C:7]=1[Br:8].N([O-])=O.[Na+].[ClH:18]. The catalyst is O.Cl[Cu]. The product is [Br:8][C:7]1[N:6]=[C:5]([NH:9][C:10](=[O:13])[O:11][CH3:12])[CH:4]=[CH:3][C:2]=1[Cl:18]. The yield is 0.750. (3) The yield is 0.620. The product is [C:4]([O:3][C:1]([N:8]1[CH2:12][CH2:11][CH:10]([C:13]([N:16]2[CH2:21][CH2:20][O:19][CH2:18][CH2:17]2)=[O:15])[CH2:9]1)=[O:2])([CH3:5])([CH3:6])[CH3:7]. The reactants are [C:1]([N:8]1[CH2:12][CH2:11][CH:10]([C:13]([OH:15])=O)[CH2:9]1)([O:3][C:4]([CH3:7])([CH3:6])[CH3:5])=[O:2].[NH:16]1[CH2:21][CH2:20][O:19][CH2:18][CH2:17]1. No catalyst specified. (4) The reactants are C1(CCCCC(O)=O)C=CC=CC=1.I[N:15]1[C:21]([CH3:23])([CH3:22])[C:19](=[O:20])[N:18]([CH3:24])[C:16]1=[O:17].[O-]S([O-])=O.[Na+].[Na+]. The catalyst is C1CCCCC1. The product is [CH3:24][N:18]1[C:19](=[O:20])[C:21]([CH3:23])([CH3:22])[NH:15][C:16]1=[O:17]. The yield is 0.860. (5) The reactants are Cl[C:2]1[CH:7]=[C:6]([C:8]([F:11])([F:10])[F:9])[CH:5]=[CH:4][N:3]=1.[CH3:12][O-:13].[Na+].O. The catalyst is CO. The product is [F:9][C:8]([F:11])([F:10])[C:6]1[CH:5]=[CH:4][N:3]=[C:2]([O:13][CH3:12])[CH:7]=1. The yield is 0.850. (6) The reactants are [CH2:1]([N:8]1[C:13](=[O:14])[C:12]2[C:15]([CH3:18])=[N:16][S:17][C:11]=2[N:10]=[C:9]1[CH:19](Br)[CH:20]([CH3:22])[CH3:21])[C:2]1[CH:7]=[CH:6][CH:5]=[CH:4][CH:3]=1.[N-:24]=[N+:25]=[N-:26].[Na+].[Br-]. The catalyst is CN(C=O)C. The product is [N:24]([CH:19]([C:9]1[N:8]([CH2:1][C:2]2[CH:7]=[CH:6][CH:5]=[CH:4][CH:3]=2)[C:13](=[O:14])[C:12]2[C:15]([CH3:18])=[N:16][S:17][C:11]=2[N:10]=1)[CH:20]([CH3:22])[CH3:21])=[N+:25]=[N-:26]. The yield is 0.940. (7) The reactants are [N+:1]([C:4]1[C:10]([OH:11])=[CH:9][CH:8]=[CH:7][C:5]=1[OH:6])([O-:3])=[O:2].[C:12]([O:16][CH2:17][CH3:18])(=[O:15])[CH:13]=[O:14].C1(C)C=CC=CC=1. The catalyst is ClCCl.O.[Cl-].[Ti+4].[Cl-].[Cl-].[Cl-]. The product is [OH:11][C:10]1[C:4]([N+:1]([O-:3])=[O:2])=[C:5]([OH:6])[CH:7]=[CH:8][C:9]=1[CH:13]([OH:14])[C:12]([O:16][CH2:17][CH3:18])=[O:15]. The yield is 0.740. (8) The reactants are [OH:1][C:2]1([C:16]2[CH:21]=[CH:20][C:19]([CH:22]([CH3:24])[CH3:23])=[CH:18][C:17]=2[O:25][CH3:26])[C:10](=[O:11])[C:9]2[C:4](=[CH:5][CH:6]=[CH:7][C:8]=2[N+:12]([O-])=O)[C:3]1=[O:15].Cl.O. The catalyst is C(O)C.[Fe]. The product is [NH2:12][C:8]1[CH:7]=[CH:6][CH:5]=[C:4]2[C:9]=1[C:10](=[O:11])[C:2]([OH:1])([C:16]1[CH:21]=[CH:20][C:19]([CH:22]([CH3:24])[CH3:23])=[CH:18][C:17]=1[O:25][CH3:26])[C:3]2=[O:15]. The yield is 0.680. (9) The product is [Cl:1][C:2]1[CH:3]=[N+:4]([O-:27])[CH:5]=[C:6]([Cl:26])[C:7]=1[CH2:8][C@@H:9]([C:11]1[CH:16]=[CH:15][C:14]([O:17][CH:18]([F:20])[F:19])=[C:13]([O:21][CH2:22][CH:23]2[CH2:25][CH2:24]2)[CH:12]=1)[O:10][C:42](=[O:43])[CH2:41][N:36]([C:33]1[CH:34]=[CH:35][C:30]([S:29][CH3:28])=[CH:31][CH:32]=1)[S:37]([CH3:40])(=[O:38])=[O:39]. The catalyst is CN(C1C=CN=CC=1)C.CN(C=O)C.O. The yield is 0.413. The reactants are [Cl:1][C:2]1[CH:3]=[N+:4]([O-:27])[CH:5]=[C:6]([Cl:26])[C:7]=1[CH2:8][C@@H:9]([C:11]1[CH:16]=[CH:15][C:14]([O:17][CH:18]([F:20])[F:19])=[C:13]([O:21][CH2:22][CH:23]2[CH2:25][CH2:24]2)[CH:12]=1)[OH:10].[CH3:28][S:29][C:30]1[CH:35]=[CH:34][C:33]([N:36]([CH2:41][C:42](O)=[O:43])[S:37]([CH3:40])(=[O:39])=[O:38])=[CH:32][CH:31]=1.C(Cl)CCl. (10) The reactants are [CH3:1][NH:2][CH3:3].[N+:4]([C:7]1[CH:12]=[CH:11][C:10]([S:13](Cl)(=[O:15])=[O:14])=[CH:9][CH:8]=1)([O-:6])=[O:5]. The catalyst is CO. The product is [CH3:1][N:2]([CH3:3])[S:13]([C:10]1[CH:9]=[CH:8][C:7]([N+:4]([O-:6])=[O:5])=[CH:12][CH:11]=1)(=[O:14])=[O:15]. The yield is 0.940.